From a dataset of NCI-60 drug combinations with 297,098 pairs across 59 cell lines. Regression. Given two drug SMILES strings and cell line genomic features, predict the synergy score measuring deviation from expected non-interaction effect. (1) Drug 1: CC1C(C(=O)NC(C(=O)N2CCCC2C(=O)N(CC(=O)N(C(C(=O)O1)C(C)C)C)C)C(C)C)NC(=O)C3=C4C(=C(C=C3)C)OC5=C(C(=O)C(=C(C5=N4)C(=O)NC6C(OC(=O)C(N(C(=O)CN(C(=O)C7CCCN7C(=O)C(NC6=O)C(C)C)C)C)C(C)C)C)N)C. Drug 2: CC=C1C(=O)NC(C(=O)OC2CC(=O)NC(C(=O)NC(CSSCCC=C2)C(=O)N1)C(C)C)C(C)C. Cell line: PC-3. Synergy scores: CSS=14.7, Synergy_ZIP=4.21, Synergy_Bliss=3.94, Synergy_Loewe=-34.3, Synergy_HSA=-0.308. (2) Drug 1: C1=CC=C(C(=C1)C(C2=CC=C(C=C2)Cl)C(Cl)Cl)Cl. Drug 2: CC(C)NC(=O)C1=CC=C(C=C1)CNNC.Cl. Cell line: SF-539. Synergy scores: CSS=-2.75, Synergy_ZIP=3.02, Synergy_Bliss=3.42, Synergy_Loewe=-1.06, Synergy_HSA=-0.997. (3) Drug 1: CC1CCC2CC(C(=CC=CC=CC(CC(C(=O)C(C(C(=CC(C(=O)CC(OC(=O)C3CCCCN3C(=O)C(=O)C1(O2)O)C(C)CC4CCC(C(C4)OC)O)C)C)O)OC)C)C)C)OC. Drug 2: C1=NC(=NC(=O)N1C2C(C(C(O2)CO)O)O)N. Cell line: OVCAR-5. Synergy scores: CSS=15.2, Synergy_ZIP=-2.73, Synergy_Bliss=3.11, Synergy_Loewe=-6.27, Synergy_HSA=-3.26.